From a dataset of Forward reaction prediction with 1.9M reactions from USPTO patents (1976-2016). Predict the product of the given reaction. Given the reactants O1CCCCC1[O:7][NH:8][C:9](=[O:30])[CH2:10][C@@:11]1([C:24]2[S:25][C:26](Br)=[CH:27][CH:28]=2)[S:17](=[O:19])(=[O:18])[CH2:16][CH2:15][N:14]([S:20]([CH3:23])(=[O:22])=[O:21])[CH2:13][CH2:12]1.[CH3:31][NH:32][C:33]([NH:35][C:36]1[CH:37]=[C:38](B(O)O)[CH:39]=[CH:40][CH:41]=1)=[O:34], predict the reaction product. The product is: [OH:7][NH:8][C:9](=[O:30])[CH2:10][C@@:11]1([C:24]2[S:25][C:26]([C:38]3[CH:39]=[CH:40][CH:41]=[C:36]([NH:35][C:33]([NH:32][CH3:31])=[O:34])[CH:37]=3)=[CH:27][CH:28]=2)[S:17](=[O:18])(=[O:19])[CH2:16][CH2:15][N:14]([S:20]([CH3:23])(=[O:21])=[O:22])[CH2:13][CH2:12]1.